Dataset: Experimentally validated miRNA-target interactions with 360,000+ pairs, plus equal number of negative samples. Task: Binary Classification. Given a miRNA mature sequence and a target amino acid sequence, predict their likelihood of interaction. (1) The miRNA is hsa-miR-424-5p with sequence CAGCAGCAAUUCAUGUUUUGAA. Result: 1 (interaction). The protein sequence of the target gene is MYSSPLCLTQDEFHPFIEALLPHVRAFAYTWFNLQARKRKYFKKHEKRMSKDEERAVKDELLGEKPEVKQKWASRLLAKLRKDIRPECREDFVLSITGKKAPGCVLSNPDQKGKMRRIDCLRQADKVWRLDLVMVILFKGIPLESTDGERLVKAAQCGHPVLCVQPHHIGVAVKELDLYLAYFVRERDAEQSGSPRTGMGSDQEDSKPITLDTTDFQESFVTSGVFSVTELIQVSRTPVVTGTGPNFSLGELQGHLAYDLNPASTGLRRTLPSTSSSGSKRHKSGSMEEDVDTSPGGDYY.... (2) The miRNA is hsa-miR-4526 with sequence GCUGACAGCAGGGCUGGCCGCU. The protein sequence of the target gene is MADHNPDSDSTPRTLLRRVLDTADPRTPRRPRSARAGARRALLETASPRKLSGQTRTIARGRSHGARSVGRSAHIQASGHLEEQTPRTLLKNILLTAPESSILMPESVVKPVPAPQAVQPSRQESSCGSLELQLPELEPPTTLAPGLLAPGRRKQRLRLSVFQQGVDQGLSLSQEPQGNADASSLTRSLNLTFATPLQPQSVQRPGLARRPPARRAVDVGAFLRDLRDTSLAPPNIVLEDTQPFSQPMVGSPNVYHSLPCTPHTGAEDAEQAAGRKTQSSGPGLQKNSPGKPAQFLAGEA.... Result: 0 (no interaction).